Dataset: Forward reaction prediction with 1.9M reactions from USPTO patents (1976-2016). Task: Predict the product of the given reaction. (1) The product is: [Cl:19][C:5]1[CH:4]=[CH:3][C:2]([NH:1][C:24]2[C:25](=[O:30])[C:26](=[O:27])[C:23]=2[O:22][CH2:20][CH3:21])=[C:7]([OH:8])[C:6]=1[S:9]([N:12]1[CH2:17][CH2:16][N:15]([CH3:18])[CH2:14][CH2:13]1)(=[O:11])=[O:10]. Given the reactants [NH2:1][C:2]1[C:7]([OH:8])=[C:6]([S:9]([N:12]2[CH2:17][CH2:16][N:15]([CH3:18])[CH2:14][CH2:13]2)(=[O:11])=[O:10])[C:5]([Cl:19])=[CH:4][CH:3]=1.[CH2:20]([O:22][C:23]1[C:24](=O)[C:25](=[O:30])[C:26]=1[O:27]CC)[CH3:21], predict the reaction product. (2) Given the reactants [F:1][C:2]1[C:3](OC2C=C(C#N)C=C(C#N)C=2)=[C:4]([N+:9]([O-:11])=[O:10])[CH:5]=[CH:6][C:7]=1[F:8].[C:23]([NH:27][C:28]([C:30]1[CH:31]=[C:32]([O-:43])[CH:33]=[C:34]([C:36](=[O:42])[NH:37][C:38]([CH3:41])([CH3:40])[CH3:39])[CH:35]=1)=[O:29])([CH3:26])([CH3:25])[CH3:24].[Na+].FC1C(F)=C(F)C=CC=1[N+]([O-])=O, predict the reaction product. The product is: [F:1][C:2]1[C:3]([O:43][C:32]2[CH:31]=[C:30]([C:28](=[O:29])[NH:27][C:23]([CH3:26])([CH3:24])[CH3:25])[CH:35]=[C:34]([C:36](=[O:42])[NH:37][C:38]([CH3:41])([CH3:40])[CH3:39])[CH:33]=2)=[C:4]([N+:9]([O-:11])=[O:10])[CH:5]=[CH:6][C:7]=1[F:8]. (3) Given the reactants C(O/[CH:4]=[C:5](\[C:11](=O)[C:12]([F:15])([F:14])[F:13])/[C:6]([O:8][CH2:9][CH3:10])=[O:7])C.C(N(C(C)C)CC)(C)C.F.[F:27][C:28]1[CH:29]=[CH:30][C:31]([NH:34][NH2:35])=[N:32][CH:33]=1, predict the reaction product. The product is: [F:27][C:28]1[CH:29]=[CH:30][C:31]([N:34]2[C:11]([C:12]([F:13])([F:14])[F:15])=[C:5]([C:6]([O:8][CH2:9][CH3:10])=[O:7])[CH:4]=[N:35]2)=[N:32][CH:33]=1. (4) Given the reactants [OH-].[K+].[CH2:3]([O:10][C:11]1[CH:21]=[CH:20][C:14]([C:15]([O:17]CC)=[O:16])=[CH:13][CH:12]=1)[C:4]1[CH:9]=[CH:8][CH:7]=[CH:6][CH:5]=1, predict the reaction product. The product is: [CH2:3]([O:10][C:11]1[CH:12]=[CH:13][C:14]([C:15]([OH:17])=[O:16])=[CH:20][CH:21]=1)[C:4]1[CH:5]=[CH:6][CH:7]=[CH:8][CH:9]=1. (5) Given the reactants [Cl:1][C:2]1[N:3]=[CH:4][NH:5][C:6]=1[Cl:7].[OH-].[K+].[Br:10][CH2:11][C:12]([OH:14])=[O:13].Br[CH2:16][C:17]1[C:26]2[C:21](=[CH:22][CH:23]=[CH:24][CH:25]=2)[CH:20]=[CH:19][CH:18]=1.Br, predict the reaction product. The product is: [Br-:10].[C:12]([CH2:11][N:3]1[C:2]([Cl:1])=[C:6]([Cl:7])[N+:5]([CH2:16][C:17]2[C:26]3[C:21](=[CH:22][CH:23]=[CH:24][CH:25]=3)[CH:20]=[CH:19][CH:18]=2)=[CH:4]1)([OH:14])=[O:13]. (6) Given the reactants Br[C:2]1[C:10]2[O:9][CH:8]([CH2:11][NH:12][CH3:13])[CH2:7][C:6]=2[CH:5]=[CH:4][CH:3]=1.[CH3:14][C:15]1[CH:20]=[CH:19][C:18](B(O)O)=[CH:17][CH:16]=1, predict the reaction product. The product is: [CH3:13][NH:12][CH2:11][CH:8]1[CH2:7][C:6]2[CH:5]=[CH:4][CH:3]=[C:2]([C:18]3[CH:19]=[CH:20][C:15]([CH3:14])=[CH:16][CH:17]=3)[C:10]=2[O:9]1. (7) Given the reactants Cl.[CH3:2][S:3]([C:6]1[CH:12]=[CH:11][C:9]([NH2:10])=[CH:8][CH:7]=1)(=[O:5])=[O:4].C[Al](C)C.[CH3:17][O:18][C:19]1[N:24]=[CH:23][C:22]([C:25]#[N:26])=[CH:21][CH:20]=1.O, predict the reaction product. The product is: [CH3:17][O:18][C:19]1[CH:20]=[CH:21][C:22]([C:25](=[NH:26])[NH:10][C:9]2[CH:11]=[CH:12][C:6]([S:3]([CH3:2])(=[O:4])=[O:5])=[CH:7][CH:8]=2)=[CH:23][N:24]=1. (8) Given the reactants Br[C:2]1[C:3]([CH3:11])=[N:4][C:5]([O:9][CH3:10])=[CH:6][C:7]=1[CH3:8].[CH3:12][N:13](C)C=O.C([Cu])#N, predict the reaction product. The product is: [CH3:10][O:9][C:5]1[N:4]=[C:3]([CH3:11])[C:2]([C:12]#[N:13])=[C:7]([CH3:8])[CH:6]=1. (9) Given the reactants C[O:2][C:3]([C:5]1[CH:9]=[C:8]([CH3:10])[S:7][C:6]=1[NH2:11])=[O:4].O[Li].O, predict the reaction product. The product is: [NH2:11][C:6]1[S:7][C:8]([CH3:10])=[CH:9][C:5]=1[C:3]([OH:4])=[O:2]. (10) The product is: [F:62][C:29]1[CH:28]=[C:3]([CH:2]=[CH:31][CH:30]=1)[CH2:4][N:5]1[C:10](=[O:11])[CH:9]=[CH:8][C:7]([CH2:12][C:13]2[C:21]3[C:16](=[CH:17][CH:18]=[CH:19][CH:20]=3)[N:15]([CH2:22][C:23]([O:25][CH3:26])=[O:24])[C:14]=2[CH3:27])=[CH:6]1. Given the reactants F[C:2]1[CH:31]=[C:30](F)[CH:29]=[CH:28][C:3]=1[CH2:4][N:5]1[C:10](=[O:11])[CH:9]=[CH:8][C:7]([CH2:12][C:13]2[C:21]3[C:16](=[CH:17][CH:18]=[CH:19][CH:20]=3)[N:15]([CH2:22][C:23]([O:25][CH3:26])=[O:24])[C:14]=2[CH3:27])=[CH:6]1.CC1N(CC(OC)=O)C2C(C=1CC1C=CC(=O)NC=1)=CC=CC=2.C(=O)([O-])[O-].[K+].[K+].[F:62]C1C=C(C=CC=1)CBr, predict the reaction product.